Dataset: Forward reaction prediction with 1.9M reactions from USPTO patents (1976-2016). Task: Predict the product of the given reaction. (1) Given the reactants [F:1][C:2]([F:14])([F:13])[C:3]1([C:10]([OH:12])=[O:11])[CH2:8][CH:7]2[CH2:9][CH:4]1[CH:5]=[CH:6]2, predict the reaction product. The product is: [F:1][C:2]([F:13])([F:14])[C:3]1([C:10]([OH:12])=[O:11])[CH2:8][CH:7]2[CH2:9][CH:4]1[CH2:5][CH2:6]2. (2) The product is: [NH2:23][CH:18]([C:15]1[CH:16]=[CH:17][C:12]([C:6]2[C:5]([C:30]3[CH:35]=[CH:34][CH:33]=[CH:32][CH:31]=3)=[CH:4][C:3]3[C:2](=[O:37])[NH:11][CH:10]=[CH:9][C:8]=3[N:7]=2)=[CH:13][CH:14]=1)[CH2:19][N+:20]([O-:22])=[O:21]. Given the reactants Cl[C:2]1[N:11]=[CH:10][CH:9]=[C:8]2[C:3]=1[CH:4]=[C:5]([C:30]1[CH:35]=[CH:34][CH:33]=[CH:32][CH:31]=1)[C:6]([C:12]1[CH:17]=[CH:16][C:15]([CH:18]([NH:23]S(C(C)(C)C)=O)[CH2:19][N+:20]([O-:22])=[O:21])=[CH:14][CH:13]=1)=[N:7]2.C(O)(C(F)(F)F)=[O:37], predict the reaction product. (3) The product is: [CH3:3][C:4]1[C:9]([NH2:10])=[CH:8][CH:7]=[C:6]([S:13]([CH3:16])(=[O:15])=[O:14])[N:5]=1. Given the reactants [Cl-].[NH4+].[CH3:3][C:4]1[C:9]([N+:10]([O-])=O)=[CH:8][CH:7]=[C:6]([S:13]([CH3:16])(=[O:15])=[O:14])[N:5]=1, predict the reaction product. (4) The product is: [C:6]([C:8]1[CH:9]=[C:10]([C:15]2[O:19][N:18]=[C:17]([C:20]3[CH:37]=[CH:36][C:23]4[CH2:24][CH2:25][N:26]([C:29]([O:31][C:32]([CH3:35])([CH3:34])[CH3:33])=[O:30])[CH2:27][CH2:28][C:22]=4[CH:21]=3)[N:16]=2)[CH:11]=[CH:12][C:13]=1[O:3][CH2:1][CH3:2])#[N:7]. Given the reactants [CH2:1]([OH:3])[CH3:2].[H-].[Na+].[C:6]([C:8]1[CH:9]=[C:10]([C:15]2[O:19][N:18]=[C:17]([C:20]3[CH:37]=[CH:36][C:23]4[CH2:24][CH2:25][N:26]([C:29]([O:31][C:32]([CH3:35])([CH3:34])[CH3:33])=[O:30])[CH2:27][CH2:28][C:22]=4[CH:21]=3)[N:16]=2)[CH:11]=[CH:12][C:13]=1F)#[N:7], predict the reaction product. (5) Given the reactants [O:1]=[C:2]1[NH:16][C:5]2=[CH:6][C:7]3[CH:8]=[C:9]([C:13]([OH:15])=O)[NH:10][C:11]=3[CH:12]=[C:4]2[O:3]1.[F:17][C:18]1[CH:30]=[CH:29][C:21]([CH2:22][CH:23]2[CH2:28][CH2:27][NH:26][CH2:25][CH2:24]2)=[CH:20][CH:19]=1, predict the reaction product. The product is: [F:17][C:18]1[CH:19]=[CH:20][C:21]([CH2:22][CH:23]2[CH2:24][CH2:25][N:26]([C:13]([C:9]3[NH:10][C:11]4[CH:12]=[C:4]5[O:3][C:2](=[O:1])[NH:16][C:5]5=[CH:6][C:7]=4[CH:8]=3)=[O:15])[CH2:27][CH2:28]2)=[CH:29][CH:30]=1. (6) The product is: [O-:15][N+:4]1[C:5]2[CH:14]=[C:13]3[C:9](=[CH:8][C:6]=2[N:7]=[C:2]([CH2:18][CH2:17][CH2:16][OH:19])[N:3]=1)[CH2:10][CH2:11][CH2:12]3. Given the reactants I[C:2]1[N:3]=[N+:4]([O-:15])[C:5]2[CH:14]=[C:13]3[C:9]([CH2:10][CH2:11][CH2:12]3)=[CH:8][C:6]=2[N:7]=1.[CH2:16]([OH:19])[CH:17]=[CH2:18].C([O-])(O)=O.[Na+].[BH4-].[Na+], predict the reaction product. (7) Given the reactants [NH2:1][C:2]1[CH:9]=[CH:8][C:5]([CH2:6][NH2:7])=[CH:4][CH:3]=1.C(N(CC)CC)C.[C:17]([O:21][C:22](O[C:22]([O:21][C:17]([CH3:20])([CH3:19])[CH3:18])=[O:23])=[O:23])([CH3:20])([CH3:19])[CH3:18], predict the reaction product. The product is: [C:17]([O:21][C:22]([NH:7][CH2:6][C:5]1[CH:8]=[CH:9][C:2]([NH2:1])=[CH:3][CH:4]=1)=[O:23])([CH3:20])([CH3:19])[CH3:18].